From a dataset of NCI-60 drug combinations with 297,098 pairs across 59 cell lines. Regression. Given two drug SMILES strings and cell line genomic features, predict the synergy score measuring deviation from expected non-interaction effect. (1) Drug 1: CC1CCCC2(C(O2)CC(NC(=O)CC(C(C(=O)C(C1O)C)(C)C)O)C(=CC3=CSC(=N3)C)C)C. Drug 2: B(C(CC(C)C)NC(=O)C(CC1=CC=CC=C1)NC(=O)C2=NC=CN=C2)(O)O. Cell line: MDA-MB-435. Synergy scores: CSS=85.5, Synergy_ZIP=1.39, Synergy_Bliss=1.51, Synergy_Loewe=0.543, Synergy_HSA=2.02. (2) Synergy scores: CSS=62.0, Synergy_ZIP=1.45, Synergy_Bliss=-0.603, Synergy_Loewe=-5.20, Synergy_HSA=-1.51. Drug 2: CC12CCC3C(C1CCC2O)C(CC4=C3C=CC(=C4)O)CCCCCCCCCS(=O)CCCC(C(F)(F)F)(F)F. Cell line: K-562. Drug 1: CC12CCC3C(C1CCC2=O)CC(=C)C4=CC(=O)C=CC34C. (3) Drug 1: C1CCC(C1)C(CC#N)N2C=C(C=N2)C3=C4C=CNC4=NC=N3. Drug 2: CS(=O)(=O)C1=CC(=C(C=C1)C(=O)NC2=CC(=C(C=C2)Cl)C3=CC=CC=N3)Cl. Cell line: 786-0. Synergy scores: CSS=12.2, Synergy_ZIP=-2.97, Synergy_Bliss=2.78, Synergy_Loewe=0.686, Synergy_HSA=3.85. (4) Drug 1: CC1=CC=C(C=C1)C2=CC(=NN2C3=CC=C(C=C3)S(=O)(=O)N)C(F)(F)F. Drug 2: COC1=NC(=NC2=C1N=CN2C3C(C(C(O3)CO)O)O)N. Cell line: HS 578T. Synergy scores: CSS=1.78, Synergy_ZIP=0.172, Synergy_Bliss=0.985, Synergy_Loewe=1.58, Synergy_HSA=-0.760.